Task: Predict the reaction yield, written as a fraction of the theoretical maximum amount of product (1.0 means a 100% yield; for example, 0.34 means a 34% yield).. Dataset: Reaction yield outcomes from USPTO patents with 853,638 reactions The reactants are C=O.[Cl:3][C:4]1[CH:36]=[CH:35][C:7]([O:8][C:9]2[C:18]([C:19]3[CH:20]=[N:21][N:22]([CH:24]4[CH2:29][CH2:28][NH:27][CH2:26][CH2:25]4)[CH:23]=3)=[CH:17][CH:16]=[C:15]3[C:10]=2[CH2:11][CH2:12][C@H:13]([CH3:34])[N:14]3[C:30]([O:32][CH3:33])=[O:31])=[C:6]([C:37]#[N:38])[CH:5]=1.[C:39](O[BH-](OC(=O)C)OC(=O)C)(=O)C.[Na+]. The catalyst is CO. The product is [Cl:3][C:4]1[CH:36]=[CH:35][C:7]([O:8][C:9]2[C:18]([C:19]3[CH:20]=[N:21][N:22]([CH:24]4[CH2:29][CH2:28][N:27]([CH3:39])[CH2:26][CH2:25]4)[CH:23]=3)=[CH:17][CH:16]=[C:15]3[C:10]=2[CH2:11][CH2:12][C@H:13]([CH3:34])[N:14]3[C:30]([O:32][CH3:33])=[O:31])=[C:6]([C:37]#[N:38])[CH:5]=1. The yield is 0.920.